This data is from Drug-target binding data from BindingDB using IC50 measurements. The task is: Regression. Given a target protein amino acid sequence and a drug SMILES string, predict the binding affinity score between them. We predict pIC50 (pIC50 = -log10(IC50 in M); higher means more potent). Dataset: bindingdb_ic50. (1) The small molecule is COc1ccc(-n2cnc3c(N)ncnc32)cc1. The target protein (Q9BTU6) has sequence MDETSPLVSPERAQPPDYTFPSGSGAHFPQVPGGAVRVAAAAGSGPSPPGSPGHDRERQPLLDRARGAAAQGQTQTVAAQAQALAAQAAAAAHAAQAHRERNEFPEDPEFEAVVRQAELAIERCIFPERIYQGSSGSYFVKDPQGRIIAVFKPKNEEPYGHLNPKWTKWLQKLCCPCCFGRDCLVLNQGYLSEAGASLVDQKLELNIVPRTKVVYLASETFNYSAIDRVKSRGKRLALEKVPKVGQRFNRIGLPPKVGSFQLFVEGYKDADYWLRRFEAEPLPENTNRQLLLQFERLVVLDYIIRNTDRGNDNWLIKYDCPMDSSSSRDTDWVVVKEPVIKVAAIDNGLAFPLKHPDSWRAYPFYWAWLPQAKVPFSQEIKDLILPKISDPNFVKDLEEDLYELFKKDPGFDRGQFHKQIAVMRGQILNLTQALKDNKSPLHLVQMPPVIVETARSHQRSSSESYTQSFQSRKPFFSWW. The pIC50 is 4.7. (2) The drug is CC1=CCC[C@H]1NC(=O)Nc1ccc(Cl)c(S(=O)(=O)[C@@]2(C)CCOC2)c1O. The target protein (P32248) has sequence MDLGKPMKSVLVVALLVIFQVCLCQDEVTDDYIGDNTTVDYTLFESLCSKKDVRNFKAWFLPIMYSIICFVGLLGNGLVVLTYIYFKRLKTMTDTYLLNLAVADILFLLTLPFWAYSAAKSWVFGVHFCKLIFAIYKMSFFSGMLLLLCISIDRYVAIVQAVSAHRHRARVLLISKLSCVGIWILATVLSIPELLYSDLQRSSSEQAMRCSLITEHVEAFITIQVAQMVIGFLVPLLAMSFCYLVIIRTLLQARNFERNKAIKVIIAVVVVFIVFQLPYNGVVLAQTVANFNITSSTCELSKQLNIAYDVTYSLACVRCCVNPFLYAFIGVKFRNDLFKLFKDLGCLSQEQLRQWSSCRHIRRSSMSVEAETTTTFSP. The pIC50 is 5.0. (3) The drug is COc1ccc(O[C@@H]2O[C@H](CO[C@]3(C(=O)O)C[C@H](O)[C@@H](NC(=O)CO)[C@H]([C@H](O)[C@H](O)CNC(=O)Cc4ccc(-c5ccc(O)cc5)cc4)O3)[C@H](O)[C@H](O)[C@H]2O)cc1. The target protein (P35329) has sequence MRVHYLWLLLILGHAASAQYSSANDWTVDHPQTLFAWEGACIRIPCKYKTPLPKARLDNILLFQNYEFDKATKKFKGTVLYNKAEPELYPPKQRRVTFLGNSIDNCTLKIHPIRANDSGNLGLRMTAGTERWMEPIHLNVSEKPFQPYIQMPSEIRESQSVTLTCGLNFSCFEYDILLQWFLEDSKITSVTPSVTSITSSVTSSIKNVYTESKLTFQPKWTDHGKSVKCQVQHSSEVLSERTVRLDVKYTPKLEIKVNPTEVEKNNSVTMTCRVNSSNPKLRTVAVSWFKDGRPLEDQELEQEQQMSKLILHSVTKDMRGKYRCQASNDIGPGESEEVELTVHYAPEPSRVHIYPSPAEEGQSVELICESLASPSATNYTWYHNRKPIPGDTQEKLRIPKVSPWHAGNYSCLAENRLGHGKIDQEAKLDVHYAPKAVTTVIQSFTPILEGDSVTLVCRYNSSNPDVTSYRWNPQGSGSVLKPGVLRIQKVTWDSMPVSCA.... The pIC50 is 5.4. (4) The target protein (O35240) has sequence MKPRSGLEEAQRRQASDIRVFASSCTMHGLGHIFGPGGLTLRRGLWATAVLLSLAAFLYQVAERVRYYGEFHHKTTLDERESHQLTFPAVTLCNINPLRRSRLTPNDLHWAGTALLGLDPAEHAAYLRALGQPPAPPGFMPSPTFDMAQLYARAGHSLEDMLLDCRYRGQPCGPENFTVIFTRMGQCYTFNSGAHGAELLTTPKGGAGNGLEIMLDVQQEEYLPIWKDMEETPFEVGIRVQIHSQDEPPAIDQLGFGAAPGHQTFVSCQQQQLSFLPPPWGDCNTASLDPDDFDPEPSDPLGSPRPRPSPPYSLIGCRLACESRYVARKCGCRMMHMPGNSPVCSPQQYKDCASPALDAMLRKDTCVCPNPCATTRYAKELSMVRIPSRASARYLARKYNRSESYITENVLVLDIFFEALNYEAVEQKAAYEVSELLGDIGGQMGLFIGASLLTILEILDYLCEVFQDRVLGYFWNRRSAQKRSGNTLLQEELNGHRTHV.... The compound is CC(C)C1c2cc(C3CC3c3ccc4cc(C(=N)N)ccc4c3)ccc2CCN1C. The pIC50 is 5.0. (5) The compound is COc1cccc(CC2CCN(C(=O)c3nc4cc(O)c(O)cc4[nH]3)CC2)c1. The target protein (Q00960) has sequence MKPSAECCSPKFWLVLAVLAVSGSKARSQKSPPSIGIAVILVGTSDEVAIKDAHEKDDFHHLSVVPRVELVAMNETDPKSIITRICDLMSDRKIQGVVFADDTDQEAIAQILDFISAQTLTPILGIHGGSSMIMADKDESSMFFQFGPSIEQQASVMLNIMEEYDWYIFSIVTTYFPGYQDFVNKIRSTIENSFVGWELEEVLLLDMSLDDGDSKIQNQLKKLQSPIILLYCTKEEATYIFEVANSVGLTGYGYTWIVPSLVAGDTDTVPSEFPTGLISVSYDEWDYGLPARVRDGIAIITTAASDMLSEHSFIPEPKSSCYNTHEKRIYQSNMLNRYLINVTFEGRNLSFSEDGYQMHPKLVIILLNKERKWERVGKWKDKSLQMKYYVWPRMCPETEEQEDDHLSIVTLEEAPFVIVESVDPLSGTCMRNTVPCQKRIISENKTDEEPGYIKKCCKGFCIDILKKISKSVKFTYDLYLVTNGKHGKKINGTWNGMIGE.... The pIC50 is 8.6.